From a dataset of Reaction yield outcomes from USPTO patents with 853,638 reactions. Predict the reaction yield, written as a fraction of the theoretical maximum amount of product (1.0 means a 100% yield; for example, 0.34 means a 34% yield). (1) The reactants are [Br:1][C:2]1[CH:3]=[C:4]([CH:16]=[CH:17][C:18]=1[F:19])[C:5]([C:7]1[CH:14]=[CH:13][CH:12]=[C:11]([F:15])[C:8]=1[C:9]#[N:10])=O.[CH3:20][C:21]([S:24]([NH2:26])=[O:25])([CH3:23])[CH3:22].CO.C(=O)(O)[O-].[Na+]. The catalyst is C1COCC1.[O-]CC.[Ti+4].[O-]CC.[O-]CC.[O-]CC. The product is [Br:1][C:2]1[CH:3]=[C:4]([C:5]([C:7]2[CH:14]=[CH:13][CH:12]=[C:11]([F:15])[C:8]=2[C:9]#[N:10])=[N:26][S:24]([C:21]([CH3:23])([CH3:22])[CH3:20])=[O:25])[CH:16]=[CH:17][C:18]=1[F:19]. The yield is 0.550. (2) The reactants are [NH2:1][C:2]1[CH:11]=[CH:10][C:5]2[NH:6][C:7](=[O:9])[NH:8][C:4]=2[CH:3]=1.[Cl:12][C:13]1[N:18]=[C:17](Cl)[C:16]([F:20])=[CH:15][N:14]=1.CO. The catalyst is O. The product is [Cl:12][C:13]1[N:18]=[C:17]([NH:1][C:2]2[CH:11]=[CH:10][C:5]3[NH:6][C:7](=[O:9])[NH:8][C:4]=3[CH:3]=2)[C:16]([F:20])=[CH:15][N:14]=1. The yield is 0.700. (3) The reactants are [CH3:1][C:2]1[O:6][N:5]=[C:4]([C:7]2[CH:12]=[CH:11][CH:10]=[CH:9][C:8]=2[C:13]([F:16])([F:15])[F:14])[C:3]=1[C:17]([O:19]C)=[O:18].[OH-].[Na+]. The catalyst is CO. The product is [CH3:1][C:2]1[O:6][N:5]=[C:4]([C:7]2[CH:12]=[CH:11][CH:10]=[CH:9][C:8]=2[C:13]([F:16])([F:14])[F:15])[C:3]=1[C:17]([OH:19])=[O:18]. The yield is 0.960. (4) The reactants are Cl[C:2]1[N:3]=[N:4][C:5]([O:8][CH3:9])=[CH:6][CH:7]=1.[NH:10]1[CH2:20][CH2:19][CH:13]([C:14]([O:16][CH2:17][CH3:18])=[O:15])[CH2:12][CH2:11]1.O. The catalyst is C1(C)C=CC=CC=1.C1C=CC(P(C2C(C3C(P(C4C=CC=CC=4)C4C=CC=CC=4)=CC=C4C=3C=CC=C4)=C3C(C=CC=C3)=CC=2)C2C=CC=CC=2)=CC=1. The product is [CH2:17]([O:16][C:14]([CH:13]1[CH2:19][CH2:20][N:10]([C:2]2[N:3]=[N:4][C:5]([O:8][CH3:9])=[CH:6][CH:7]=2)[CH2:11][CH2:12]1)=[O:15])[CH3:18]. The yield is 0.340. (5) The reactants are [CH2:1]([N:3](CC)CC)C.F[C:9]1[CH:10]=[C:11](C=C(F)C=1F)[O:12]CCCCCCO[C:20]1[CH:28]=[CH:27][C:23]([C:24](Cl)=O)=[CH:22][CH:21]=1.[CH3:34][OH:35]. The catalyst is CN1CCCC1=O. The product is [C:11]1(=[O:12])[NH:3][C:34](=[O:35])[CH:9]=[CH:10]1.[CH2:1]=[CH:24][C:23]1[CH:22]=[CH:21][CH:20]=[CH:28][CH:27]=1. The yield is 0.710. (6) The reactants are [NH2:1][C:2]1[CH:3]=[C:4]([C:10]2[N:15]=[C:14]3[N:16]([CH2:21][CH:22]4[CH2:27][CH2:26][O:25][CH2:24][CH2:23]4)[C:17](=[O:20])[CH2:18][NH:19][C:13]3=[N:12][CH:11]=2)[CH:5]=[C:6]([CH3:9])[C:7]=1[NH2:8].CC1C=C(B2OC(C)(C)C(C)(C)O2)C=[C:31]([NH2:44])C=1N.BrC1N=C2N(CC3CCOCC3)C(=O)CNC2=NC=1.ClCCl.C(=O)([O-])[O-].[Na+].[Na+]. The catalyst is C1C=CC(P(C2C=CC=CC=2)[C-]2C=CC=C2)=CC=1.C1C=CC(P(C2C=CC=CC=2)[C-]2C=CC=C2)=CC=1.Cl[Pd]Cl.[Fe+2].C(O)(C)C.O1CCOCC1. The product is [NH2:44][C:31]1[NH:1][C:2]2[CH:3]=[C:4]([C:10]3[N:15]=[C:14]4[N:16]([CH2:21][CH:22]5[CH2:27][CH2:26][O:25][CH2:24][CH2:23]5)[C:17](=[O:20])[CH2:18][NH:19][C:13]4=[N:12][CH:11]=3)[CH:5]=[C:6]([CH3:9])[C:7]=2[N:8]=1. The yield is 0.990. (7) The yield is 0.310. The catalyst is Cl[Pd](Cl)([P](C1C=CC=CC=1)(C1C=CC=CC=1)C1C=CC=CC=1)[P](C1C=CC=CC=1)(C1C=CC=CC=1)C1C=CC=CC=1.O1CCCC1. The reactants are [CH3:1][O:2][CH2:3][CH2:4][S:5]([O:8][C:9]1[CH:14]=[CH:13][C:12]([C:15]2([C:23]3[CH:28]=[CH:27][CH:26]=[C:25](Br)[CH:24]=3)[C:19](=[O:20])[N:18]([CH3:21])[C:17]([NH2:22])=[N:16]2)=[CH:11][CH:10]=1)(=[O:7])=[O:6].C([Sn](CCCC)(CCCC)[C:35]1[CH:40]=[N:39][CH:38]=[CH:37][N:36]=1)CCC. The product is [CH3:1][O:2][CH2:3][CH2:4][S:5]([O:8][C:9]1[CH:14]=[CH:13][C:12]([C:15]2([C:23]3[CH:28]=[CH:27][CH:26]=[C:25]([C:35]4[CH:40]=[N:39][CH:38]=[CH:37][N:36]=4)[CH:24]=3)[C:19](=[O:20])[N:18]([CH3:21])[C:17]([NH2:22])=[N:16]2)=[CH:11][CH:10]=1)(=[O:7])=[O:6].